Task: Predict which catalyst facilitates the given reaction.. Dataset: Catalyst prediction with 721,799 reactions and 888 catalyst types from USPTO (1) Reactant: [Cl:1][C:2]1[CH:7]=[CH:6][C:5]([C:8]2[S:35][C:11]3[C:12](=[O:34])[N:13]([C:16]4[CH:21]=[CH:20][C:19]([N:22]5[CH2:26][CH2:25][C@@H:24](OS(C)(=O)=O)[CH2:23]5)=[C:18]([O:32][CH3:33])[CH:17]=4)[CH:14]=[CH:15][C:10]=3[CH:9]=2)=[CH:4][CH:3]=1.[CH3:36][NH:37][CH3:38]. Product: [Cl:1][C:2]1[CH:3]=[CH:4][C:5]([C:8]2[S:35][C:11]3[C:12](=[O:34])[N:13]([C:16]4[CH:21]=[CH:20][C:19]([N:22]5[CH2:26][CH2:25][C@H:24]([N:37]([CH3:38])[CH3:36])[CH2:23]5)=[C:18]([O:32][CH3:33])[CH:17]=4)[CH:14]=[CH:15][C:10]=3[CH:9]=2)=[CH:6][CH:7]=1. The catalyst class is: 49. (2) Product: [Cl:1][C:2]1[CH:7]=[CH:6][C:5]([C:8]2[CH:13]=[CH:12][C:11]([CH2:14][S:15][CH:16]([CH2:20][CH2:19][OH:18])[C:17]([Na:24])=[O:21])=[CH:10][CH:9]=2)=[CH:4][CH:3]=1. The catalyst class is: 3. Reactant: [Cl:1][C:2]1[CH:7]=[CH:6][C:5]([C:8]2[CH:13]=[CH:12][C:11]([CH2:14][S:15][CH:16]3[CH2:20][CH2:19][O:18][C:17]3=[O:21])=[CH:10][CH:9]=2)=[CH:4][CH:3]=1.O.[OH-].[Na+:24]. (3) Reactant: [CH:1]([S:4]([N:7]1[C:11]2[CH:12]=[C:13](I)[CH:14]=[CH:15][C:10]=2[N:9]=[C:8]1[NH2:17])(=[O:6])=[O:5])([CH3:3])[CH3:2].C1([Li])C=CC=CC=1.C([Li])(C)(C)C.[B:30](OC(C)C)([O:35]C(C)C)[O:31]C(C)C.Cl.[OH-].[Na+]. Product: [CH:1]([S:4]([N:7]1[C:11]2[CH:12]=[C:13]([B:30]([OH:35])[OH:31])[CH:14]=[CH:15][C:10]=2[N:9]=[C:8]1[NH2:17])(=[O:6])=[O:5])([CH3:3])[CH3:2]. The catalyst class is: 132. (4) Reactant: [OH:1][C:2]1([C:12]2[CH:13]=[C:14]([CH:20]=[CH:21][CH:22]=2)[C:15]([O:17][CH2:18][CH3:19])=[O:16])[CH2:11][CH2:10][C:5]2(OCC[O:6]2)[CH2:4][CH2:3]1.Cl. Product: [OH:1][C:2]1([C:12]2[CH:13]=[C:14]([CH:20]=[CH:21][CH:22]=2)[C:15]([O:17][CH2:18][CH3:19])=[O:16])[CH2:11][CH2:10][C:5](=[O:6])[CH2:4][CH2:3]1. The catalyst class is: 8. (5) Reactant: [Cl:1][C:2]1[N:9]=[C:8]([Cl:10])[CH:7]=[CH:6][C:3]=1[CH:4]=O.[NH2:11][CH2:12][CH:13]([OH:19])[CH2:14][O:15][CH:16]([CH3:18])[CH3:17].C(O)(=O)C.C([BH3-])#N.[Na+]. Product: [Cl:1][C:2]1[C:3]([CH2:4][NH:11][CH2:12][CH:13]([OH:19])[CH2:14][O:15][CH:16]([CH3:18])[CH3:17])=[CH:6][CH:7]=[C:8]([Cl:10])[N:9]=1. The catalyst class is: 138. (6) Reactant: [H-].[Na+].C1OCCOCCOCCOCCOC1.[CH2:18]([C:20]1[C:28]2[C:23](=[CH:24][C:25]([C:29]([O:31][CH3:32])=[O:30])=[CH:26][CH:27]=2)[NH:22][N:21]=1)[CH3:19].[CH:33]1(Br)[CH2:37][CH2:36][CH2:35][CH2:34]1. Product: [CH:33]1([N:22]2[C:23]3[C:28](=[CH:27][CH:26]=[C:25]([C:29]([O:31][CH3:32])=[O:30])[CH:24]=3)[C:20]([CH2:18][CH3:19])=[N:21]2)[CH2:37][CH2:36][CH2:35][CH2:34]1. The catalyst class is: 399.